From a dataset of Peptide-MHC class I binding affinity with 185,985 pairs from IEDB/IMGT. Regression. Given a peptide amino acid sequence and an MHC pseudo amino acid sequence, predict their binding affinity value. This is MHC class I binding data. (1) The peptide sequence is NFFTELENKK. The MHC is HLA-A31:01 with pseudo-sequence HLA-A31:01. The binding affinity (normalized) is 0. (2) The peptide sequence is SLGAAVKA. The MHC is H-2-Db with pseudo-sequence H-2-Db. The binding affinity (normalized) is 0.